From a dataset of Full USPTO retrosynthesis dataset with 1.9M reactions from patents (1976-2016). Predict the reactants needed to synthesize the given product. (1) Given the product [CH2:9]([C@@:12]1([CH3:37])[CH2:17][C@H:16]([C:18]2[CH:23]=[CH:22][CH:21]=[C:20]([Cl:24])[CH:19]=2)[C@@H:15]([C:25]2[CH:30]=[CH:29][C:28]([Cl:31])=[CH:27][CH:26]=2)[N:14]([C@@H:32]([CH2:35][CH3:36])[CH2:33][S:40][CH2:38][CH3:39])[C:13]1=[O:34])[CH:10]=[CH2:11], predict the reactants needed to synthesize it. The reactants are: FC(F)(F)S([O-])(=O)=O.[CH2:9]([C@@:12]1([CH3:37])[CH2:17][C@H:16]([C:18]2[CH:23]=[CH:22][CH:21]=[C:20]([Cl:24])[CH:19]=2)[C@@H:15]([C:25]2[CH:30]=[CH:29][C:28]([Cl:31])=[CH:27][CH:26]=2)[N+:14]2[C@@H:32]([CH2:35][CH3:36])[CH2:33][O:34][C:13]1=2)[CH:10]=[CH2:11].[CH2:38]([S-:40])[CH3:39].[Na+]. (2) Given the product [C:1]([NH:24][C@@H:25]([CH3:69])[C:26]([O:28][C:29]1[CH:34]=[CH:33][C:32]([C:35]2[S:39][C:38]3[CH:40]=[C:41]([OH:44])[CH:42]=[CH:43][C:37]=3[C:36]=2[C:52](=[O:68])[C:53]2[CH:54]=[CH:55][C:56]([O:59][CH2:60][CH2:61][N:62]3[CH2:67][CH2:66][O:65][CH2:64][CH2:63]3)=[CH:57][CH:58]=2)=[CH:31][CH:30]=1)=[O:27])(=[O:23])[CH2:2][CH2:3]/[CH:4]=[CH:5]\[CH2:6]/[CH:7]=[CH:8]\[CH2:9]/[CH:10]=[CH:11]\[CH2:12]/[CH:13]=[CH:14]\[CH2:15]/[CH:16]=[CH:17]\[CH2:18]/[CH:19]=[CH:20]\[CH2:21][CH3:22], predict the reactants needed to synthesize it. The reactants are: [C:1]([NH:24][C@@H:25]([CH3:69])[C:26]([O:28][C:29]1[CH:34]=[CH:33][C:32]([C:35]2[S:39][C:38]3[CH:40]=[C:41]([O:44][Si](C(C)(C)C)(C)C)[CH:42]=[CH:43][C:37]=3[C:36]=2[C:52](=[O:68])[C:53]2[CH:58]=[CH:57][C:56]([O:59][CH2:60][CH2:61][N:62]3[CH2:67][CH2:66][O:65][CH2:64][CH2:63]3)=[CH:55][CH:54]=2)=[CH:31][CH:30]=1)=[O:27])(=[O:23])[CH2:2][CH2:3]/[CH:4]=[CH:5]\[CH2:6]/[CH:7]=[CH:8]\[CH2:9]/[CH:10]=[CH:11]\[CH2:12]/[CH:13]=[CH:14]\[CH2:15]/[CH:16]=[CH:17]\[CH2:18]/[CH:19]=[CH:20]\[CH2:21][CH3:22].[F-].C([N+](CCCC)(CCCC)CCCC)CCC. (3) The reactants are: [CH3:1][C@@H:2]1[CH2:6][C:5]2[CH:7]=[C:8]([CH3:14])[CH:9]=[C:10]([N+:11]([O-:13])=[O:12])[C:4]=2[O:3]1.C[C@H]1CC2C=C(C)C=CC=2O1. Given the product [CH3:1][C@H:2]1[CH2:6][C:5]2[CH:7]=[C:8]([CH3:14])[CH:9]=[C:10]([N+:11]([O-:13])=[O:12])[C:4]=2[O:3]1, predict the reactants needed to synthesize it. (4) Given the product [CH3:1][C:2]1[CH:7]=[CH:6][CH:5]=[CH:4][C:3]=1[CH:8]1[O:19][C:9]1([C:13]1[CH:14]=[CH:15][N:16]=[CH:17][CH:18]=1)[C:10](=[O:12])[CH3:11], predict the reactants needed to synthesize it. The reactants are: [CH3:1][C:2]1[CH:7]=[CH:6][CH:5]=[CH:4][C:3]=1[CH:8]=[C:9]([C:13]1[CH:18]=[CH:17][N:16]=[CH:15][CH:14]=1)[C:10](=[O:12])[CH3:11].[OH-:19].[Na+].